This data is from Forward reaction prediction with 1.9M reactions from USPTO patents (1976-2016). The task is: Predict the product of the given reaction. Given the reactants [Si:1]([O:8][CH2:9][CH2:10][NH:11][C:12]1[C:13]2[CH:34]=[CH:33][N:32]([S:35]([C:38]3[CH:43]=[CH:42][CH:41]=[CH:40][CH:39]=3)(=[O:37])=[O:36])[C:14]=2[N:15]=[CH:16][C:17]=1[CH2:18][NH:19][C:20]1[C:25]([F:26])=[C:24]([O:27][CH3:28])[CH:23]=[C:22]([O:29][CH3:30])[C:21]=1[F:31])([C:4]([CH3:7])([CH3:6])[CH3:5])([CH3:3])[CH3:2].C(N(CC)CC)C.Cl[C:52](Cl)([O:54]C(=O)OC(Cl)(Cl)Cl)Cl, predict the reaction product. The product is: [Si:1]([O:8][CH2:9][CH2:10][N:11]1[C:12]2[C:13]3[CH:34]=[CH:33][N:32]([S:35]([C:38]4[CH:43]=[CH:42][CH:41]=[CH:40][CH:39]=4)(=[O:37])=[O:36])[C:14]=3[N:15]=[CH:16][C:17]=2[CH2:18][N:19]([C:20]2[C:21]([F:31])=[C:22]([O:29][CH3:30])[CH:23]=[C:24]([O:27][CH3:28])[C:25]=2[F:26])[C:52]1=[O:54])([C:4]([CH3:7])([CH3:5])[CH3:6])([CH3:2])[CH3:3].